Dataset: Full USPTO retrosynthesis dataset with 1.9M reactions from patents (1976-2016). Task: Predict the reactants needed to synthesize the given product. (1) Given the product [F:1][C:2]1[C:10]2[O:9][CH2:8][O:7][C:6]=2[CH:5]=[C:4]([F:11])[C:3]=1[I:12], predict the reactants needed to synthesize it. The reactants are: [F:1][C:2]1[C:10]2[O:9][CH2:8][O:7][C:6]=2[CH:5]=[C:4]([F:11])[CH:3]=1.[I:12]N1C(=O)CCC1=O.FC(F)(F)C(O)=O.OS([O-])=O.[Na+].[Na+].[Cl-]. (2) Given the product [N:7]1[CH:8]=[CH:9][CH:10]=[CH:11][C:6]=1[C:5]1[O:1][C:2]([C:17](=[O:27])[CH2:18][CH2:19][CH2:20][CH2:21][CH2:22][CH2:23][CH2:24][CH2:25][CH3:26])=[N:3][CH:4]=1, predict the reactants needed to synthesize it. The reactants are: [O:1]1[C:5]([C:6]2[CH:11]=[CH:10][CH:9]=[CH:8][N:7]=2)=[CH:4][N:3]=[CH:2]1.[Li]CCCC.[C:17](Cl)(=[O:27])[CH2:18][CH2:19][CH2:20][CH2:21][CH2:22][CH2:23][CH2:24][CH2:25][CH3:26]. (3) Given the product [Br:13][CH2:11][C:3]1[CH:4]=[CH:5][C:6]([N+:8]([O-:10])=[O:9])=[CH:7][C:2]=1[Cl:1], predict the reactants needed to synthesize it. The reactants are: [Cl:1][C:2]1[CH:7]=[C:6]([N+:8]([O-:10])=[O:9])[CH:5]=[CH:4][C:3]=1[CH2:11]O.[Br:13]P(Br)Br. (4) Given the product [C:1]([O:4][CH2:5][C@@H:6]([C:7]1[CH:8]=[CH:9][C:10]([O:13][CH2:14][CH:15]([CH3:19])[CH2:16][CH2:17][CH3:18])=[CH:11][CH:12]=1)[NH:20][C:29](=[O:30])[C@H:28]([C:22]1[CH:27]=[CH:26][CH:25]=[CH:24][CH:23]=1)[CH3:32])(=[O:3])[CH3:2], predict the reactants needed to synthesize it. The reactants are: [C:1]([O:4][CH2:5][C@H:6]([NH2:20])[C:7]1[CH:12]=[CH:11][C:10]([O:13][CH2:14][CH:15]([CH3:19])[CH2:16][CH2:17][CH3:18])=[CH:9][CH:8]=1)(=[O:3])[CH3:2].Cl.[C:22]1([C@H:28]([CH3:32])[C:29](O)=[O:30])[CH:27]=[CH:26][CH:25]=[CH:24][CH:23]=1.C(N(CC)C(C)C)(C)C.CN(C(ON1N=NC2C=CC=NC1=2)=[N+](C)C)C.F[P-](F)(F)(F)(F)F.